This data is from CYP2C19 inhibition data for predicting drug metabolism from PubChem BioAssay. The task is: Regression/Classification. Given a drug SMILES string, predict its absorption, distribution, metabolism, or excretion properties. Task type varies by dataset: regression for continuous measurements (e.g., permeability, clearance, half-life) or binary classification for categorical outcomes (e.g., BBB penetration, CYP inhibition). Dataset: cyp2c19_veith. (1) The molecule is CCC(=O)O[C@@](Cc1ccccc1)(c1ccccc1)[C@@H](C)CN(C)C.O=S(=O)(O)c1ccc2ccccc2c1. The result is 0 (non-inhibitor). (2) The molecule is CC(C)c1ccc(/C(C(=O)O)=C(\O)C(=O)O)cc1. The result is 0 (non-inhibitor).